This data is from Reaction yield outcomes from USPTO patents with 853,638 reactions. The task is: Predict the reaction yield, written as a fraction of the theoretical maximum amount of product (1.0 means a 100% yield; for example, 0.34 means a 34% yield). (1) The reactants are C(OC([N:8]1[CH2:12][CH:11]([OH:13])[CH:10]([N:14]2[CH2:19][CH2:18][N:17]([C:20](=[O:28])[C:21]3[CH:26]=[CH:25][C:24]([Cl:27])=[CH:23][CH:22]=3)[CH2:16][CH2:15]2)[CH2:9]1)=O)(C)(C)C.Cl.O1CCOCC1. The catalyst is C(Cl)Cl.CCOCC. The product is [Cl:27][C:24]1[CH:25]=[CH:26][C:21]([C:20]([N:17]2[CH2:18][CH2:19][N:14]([CH:10]3[CH:11]([OH:13])[CH2:12][NH:8][CH2:9]3)[CH2:15][CH2:16]2)=[O:28])=[CH:22][CH:23]=1. The yield is 0.990. (2) The reactants are C1C(=O)N([Cl:8])C(=O)C1.[OH:9][N:10]=[CH:11][CH2:12][CH2:13][C:14]([CH3:24])([S:20]([CH3:23])(=[O:22])=[O:21])[C:15]([O:17][CH2:18][CH3:19])=[O:16]. The catalyst is CN(C=O)C. The product is [Cl:8][C:11](=[N:10][OH:9])[CH2:12][CH2:13][C:14]([CH3:24])([S:20]([CH3:23])(=[O:21])=[O:22])[C:15]([O:17][CH2:18][CH3:19])=[O:16]. The yield is 0.980.